From a dataset of Catalyst prediction with 721,799 reactions and 888 catalyst types from USPTO. Predict which catalyst facilitates the given reaction. (1) Reactant: C1(S(O)(=O)=[O:8])C=CC=CC=1.[CH:11]([C@:14]1([C:28]([N:30]2[CH2:39][CH2:38][C:37]3[N:36]=[CH:35][C:34]([C:40]([F:43])([F:42])[F:41])=[CH:33][C:32]=3[CH2:31]2)=[O:29])[CH2:18][CH2:17][C@@H:16]([NH:19][C@H:20]2[CH2:25][CH2:24][O:23][CH2:22][C@H:21]2[O:26][CH3:27])[CH2:15]1)([CH3:13])[CH3:12].[C:44]([O-:47])([O-:46])=O.[K+].[K+]. Product: [C:24]([OH:8])(=[O:23])[CH2:25][CH2:20][C:44]([OH:47])=[O:46].[CH:11]([C@:14]1([C:28]([N:30]2[CH2:39][CH2:38][C:37]3[N:36]=[CH:35][C:34]([C:40]([F:43])([F:41])[F:42])=[CH:33][C:32]=3[CH2:31]2)=[O:29])[CH2:18][CH2:17][C@@H:16]([NH:19][C@H:20]2[CH2:25][CH2:24][O:23][CH2:22][C@H:21]2[O:26][CH3:27])[CH2:15]1)([CH3:13])[CH3:12]. The catalyst class is: 6. (2) Reactant: [NH2:1][C:2]1[C:6]([C:7]#[N:8])=[C:5]([NH:9][C:10]2[CH:15]=[CH:14][CH:13]=[CH:12][CH:11]=2)[N:4]([CH2:16][C:17]2[CH:22]=[CH:21][CH:20]=[CH:19][CH:18]=2)[N:3]=1.C(=O)([O-])[O-:24].[K+].[K+].OO. Product: [NH2:1][C:2]1[C:6]([C:7]([NH2:8])=[O:24])=[C:5]([NH:9][C:10]2[CH:15]=[CH:14][CH:13]=[CH:12][CH:11]=2)[N:4]([CH2:16][C:17]2[CH:22]=[CH:21][CH:20]=[CH:19][CH:18]=2)[N:3]=1. The catalyst class is: 16.